From a dataset of Full USPTO retrosynthesis dataset with 1.9M reactions from patents (1976-2016). Predict the reactants needed to synthesize the given product. (1) Given the product [CH3:1][NH:2][C:3]1[S:4][C:5]2[CH:11]=[CH:10][C:9]([NH2:12])=[CH:8][C:6]=2[N:7]=1, predict the reactants needed to synthesize it. The reactants are: [CH3:1][NH:2][C:3]1[S:4][C:5]2[CH:11]=[CH:10][C:9]([N+:12]([O-])=O)=[CH:8][C:6]=2[N:7]=1.Cl[Sn]Cl.CO.O. (2) The reactants are: C(Cl)(=O)C(Cl)=O.[F:7][C:8]([C:18]1[CH:23]=[CH:22][C:21]([C:24]2[CH:32]=[CH:31][C:27]([C:28](O)=[O:29])=[CH:26][CH:25]=2)=[CH:20][CH:19]=1)([CH3:17])[CH2:9][NH:10][S:11]([CH:14]([CH3:16])[CH3:15])(=[O:13])=[O:12].O1CCOCC1.[CH3:39][NH2:40]. Given the product [F:7][C:8]([C:18]1[CH:23]=[CH:22][C:21]([C:24]2[CH:32]=[CH:31][C:27]([C:28]([NH:40][CH3:39])=[O:29])=[CH:26][CH:25]=2)=[CH:20][CH:19]=1)([CH3:17])[CH2:9][NH:10][S:11]([CH:14]([CH3:16])[CH3:15])(=[O:13])=[O:12], predict the reactants needed to synthesize it. (3) The reactants are: [NH2:1][C:2]1[CH:7]=[CH:6][C:5]([Cl:8])=[CH:4][C:3]=1[C:9]([C:11]1[CH:16]=[CH:15][N:14]=[CH:13][CH:12]=1)=[O:10].[CH3:17][C:18]([C:25]1[CH:30]=[CH:29][C:28]([S:31](Cl)(=[O:33])=[O:32])=[CH:27][CH:26]=1)([C:20]1[N:21]=[CH:22][O:23][CH:24]=1)[CH3:19]. Given the product [Cl:8][C:5]1[CH:6]=[CH:7][C:2]([NH:1][S:31]([C:28]2[CH:27]=[CH:26][C:25]([C:18]([CH3:19])([C:20]3[N:21]=[CH:22][O:23][CH:24]=3)[CH3:17])=[CH:30][CH:29]=2)(=[O:32])=[O:33])=[C:3]([C:9]([C:11]2[CH:16]=[CH:15][N:14]=[CH:13][CH:12]=2)=[O:10])[CH:4]=1, predict the reactants needed to synthesize it. (4) Given the product [CH3:17][N:18]([CH3:19])[S:12]([C:7]1[CH:8]=[C:9]2[C:4](=[CH:5][CH:6]=1)[NH:3][C:2](=[O:1])[C:10]2=[O:11])(=[O:14])=[O:13], predict the reactants needed to synthesize it. The reactants are: [O:1]=[C:2]1[C:10](=[O:11])[C:9]2[C:4](=[CH:5][CH:6]=[C:7]([S:12](Cl)(=[O:14])=[O:13])[CH:8]=2)[NH:3]1.C[CH2:17][N:18](C(C)C)[CH:19](C)C.CNC. (5) Given the product [N:14]1([C:11]2[S:12][CH:13]=[C:9]([C:7](=[O:8])[CH3:1])[N:10]=2)[CH:18]=[CH:17][N:16]=[CH:15]1, predict the reactants needed to synthesize it. The reactants are: [CH3:1][Mg]Cl.CON(C)[C:7]([C:9]1[N:10]=[C:11]([N:14]2[CH:18]=[CH:17][N:16]=[CH:15]2)[S:12][CH:13]=1)=[O:8].[NH4+].[Cl-]. (6) Given the product [CH3:17][N:15]1[C:14](=[O:18])[CH2:13][N:12]2[CH:5]=[C:2]([CH:3]=[O:4])[N:10]=[C:11]2[CH2:16]1.[CH3:17][N:15]1[C:14](=[O:18])[CH2:13][N:12]2[C:2]([CH:3]=[O:4])=[CH:5][N:10]=[C:11]2[CH2:16]1, predict the reactants needed to synthesize it. The reactants are: Br[C:2](=[CH:5]OC(C)C)[CH:3]=[O:4].[NH2:10][C:11]1[CH2:16][N:15]([CH3:17])[C:14](=[O:18])[CH2:13][N:12]=1.C(N(CC)CC)C. (7) Given the product [C:1]([O:5][C:6]([N:8]1[CH2:13][CH:12]=[C:11]([C:14]2[NH:23][C:17]3[N:18]=[CH:19][N:20]=[C:21]([NH:38][C:27]4[CH:28]=[C:29]([N:31]5[CH2:36][CH2:35][N:34]([CH3:37])[CH2:33][CH2:32]5)[CH:30]=[C:25]([Cl:24])[CH:26]=4)[C:16]=3[CH:15]=2)[CH2:10][CH2:9]1)=[O:7])([CH3:3])([CH3:2])[CH3:4], predict the reactants needed to synthesize it. The reactants are: [C:1]([O:5][C:6]([N:8]1[CH2:13][CH:12]=[C:11]([C:14]2[NH:23][C:17]3[N:18]=[CH:19][N:20]=[C:21](Cl)[C:16]=3[CH:15]=2)[CH2:10][CH2:9]1)=[O:7])([CH3:4])([CH3:3])[CH3:2].[Cl:24][C:25]1[CH:26]=[C:27]([NH2:38])[CH:28]=[C:29]([N:31]2[CH2:36][CH2:35][N:34]([CH3:37])[CH2:33][CH2:32]2)[CH:30]=1.FC(F)(F)C(O)=O.C(=O)(O)[O-].[Na+].C(OC(OC(OC(C)(C)C)=O)=O)(C)(C)C. (8) Given the product [Br:14][CH2:15][CH2:16][CH2:17][CH2:18][CH2:19][CH2:20][CH2:21][CH2:22][O:1][C:2]1[CH:3]=[C:4]2[C:9](=[CH:10][CH:11]=1)[N:8]=[C:7]([O:12][CH3:13])[CH:6]=[CH:5]2, predict the reactants needed to synthesize it. The reactants are: [OH:1][C:2]1[CH:3]=[C:4]2[C:9](=[CH:10][CH:11]=1)[N:8]=[C:7]([O:12][CH3:13])[CH:6]=[CH:5]2.[Br:14][CH2:15][CH2:16][CH2:17][CH2:18][CH2:19][CH2:20][CH2:21][CH2:22]Br.